Dataset: Full USPTO retrosynthesis dataset with 1.9M reactions from patents (1976-2016). Task: Predict the reactants needed to synthesize the given product. (1) The reactants are: [C:1]([CH2:4][C:5]1[C:10]([C:11](O)=[O:12])=[CH:9][N:8]=[C:7]([C:14]2[CH:19]=[CH:18][CH:17]=[CH:16][CH:15]=2)[N:6]=1)(=[O:3])[NH2:2].C1N=CN(C(N2C=NC=C2)=O)C=1. Given the product [C:14]1([C:7]2[N:8]=[CH:9][C:10]3[C:11](=[O:12])[NH:2][C:1](=[O:3])[CH2:4][C:5]=3[N:6]=2)[CH:19]=[CH:18][CH:17]=[CH:16][CH:15]=1, predict the reactants needed to synthesize it. (2) Given the product [ClH:26].[C:21](=[O:25])([O:12][CH2:11][CH:10]([O:13][C:27](=[O:29])[O:30][CH2:31][CH3:32])[CH2:9][NH:7][CH3:8])[O:22][CH2:23][CH3:24], predict the reactants needed to synthesize it. The reactants are: C(OC(=O)[N:7]([CH2:9][CH:10]([OH:13])[CH2:11][OH:12])[CH3:8])(C)(C)C.N1C=CC=CC=1.[C:21]([Cl:26])(=[O:25])[O:22][CH2:23][CH3:24].[C:27]([O:30][CH2:31][CH3:32])(=[O:29])C. (3) Given the product [NH2:51][C:48]1[CH:49]=[CH:50][C:45]([CH:40]2[CH2:39][CH2:38][C:37]3[C:42](=[CH:43][CH:44]=[C:35]([O:34][C:31]4[N:32]=[CH:33][C:28]([NH2:25])=[CH:29][CH:30]=4)[CH:36]=3)[O:41]2)=[CH:46][CH:47]=1, predict the reactants needed to synthesize it. The reactants are: NC1C=CC(OC2C=C3C(=CC=2)OC(C2C=CC=CC=2)CC3)=NC=1.[N+:25]([C:28]1[CH:29]=[CH:30][C:31]([O:34][C:35]2[CH:36]=[C:37]3[C:42](=[CH:43][CH:44]=2)[O:41][CH:40]([C:45]2[CH:50]=[CH:49][C:48]([N+:51]([O-])=O)=[CH:47][CH:46]=2)[CH2:39][CH2:38]3)=[N:32][CH:33]=1)([O-])=O. (4) Given the product [NH2:5][C:6]1[CH:14]=[CH:13][C:9]([C:10]([O:12][CH2:20][CH3:21])=[O:11])=[CH:8][N:7]=1, predict the reactants needed to synthesize it. The reactants are: S(Cl)(Cl)=O.[NH2:5][C:6]1[CH:14]=[CH:13][C:9]([C:10]([OH:12])=[O:11])=[CH:8][N:7]=1.S(=O)(=O)(O)O.[CH2:20](O)[CH3:21]. (5) Given the product [S:1]1[C:5]2[CH:6]=[CH:7][C:8]([CH:10]([C:15]3[C:23]4[C:18](=[C:19]([CH2:24][S:25]([CH3:26])=[O:38])[CH:20]=[CH:21][CH:22]=4)[NH:17][CH:16]=3)[CH2:11][CH2:12][C:13]#[N:14])=[CH:9][C:4]=2[CH:3]=[CH:2]1, predict the reactants needed to synthesize it. The reactants are: [S:1]1[C:5]2[CH:6]=[CH:7][C:8]([CH:10]([C:15]3[C:23]4[C:18](=[C:19]([CH2:24][S:25][CH3:26])[CH:20]=[CH:21][CH:22]=4)[NH:17][CH:16]=3)[CH2:11][CH2:12][C:13]#[N:14])=[CH:9][C:4]=2[CH:3]=[CH:2]1.ClCCl.ClC1C=CC=C(C(OO)=[O:38])C=1.CO.